Task: Predict which catalyst facilitates the given reaction.. Dataset: Catalyst prediction with 721,799 reactions and 888 catalyst types from USPTO (1) Reactant: [Br:1][C:2]1[CH:3]=[C:4]2[C:9](=[CH:10][CH:11]=1)[N:8]=[CH:7][C:6]([OH:12])=[CH:5]2.C(=O)([O-])[O-].[K+].[K+].Br[CH:20]([CH2:25][CH3:26])[C:21]([O:23][CH3:24])=[O:22]. Product: [Br:1][C:2]1[CH:3]=[C:4]2[C:9](=[CH:10][CH:11]=1)[N:8]=[CH:7][C:6]([O:12][CH:20]([CH2:25][CH3:26])[C:21]([O:23][CH3:24])=[O:22])=[CH:5]2. The catalyst class is: 9. (2) Reactant: [CH3:1][O:2][C:3]1[CH:8]=[CH:7][CH:6]=[CH:5][C:4]=1[C:9]1[NH:10][C:11](=[O:14])[O:12][CH:13]=1.Br[CH2:16][C:17]1[C:22]([CH3:23])=[CH:21][CH:20]=[CH:19][C:18]=1[N:24]1[C:28](=[O:29])[N:27]([CH3:30])[N:26]=[N:25]1.C(=O)([O-])[O-].[K+].[K+].CN(C)C=O. Product: [CH3:1][O:2][C:3]1[CH:8]=[CH:7][CH:6]=[CH:5][C:4]=1[C:9]1[N:10]=[C:11]([O:14][CH2:16][C:17]2[C:22]([CH3:23])=[CH:21][CH:20]=[CH:19][C:18]=2[N:24]2[C:28](=[O:29])[N:27]([CH3:30])[N:26]=[N:25]2)[O:12][CH:13]=1. The catalyst class is: 6. (3) Reactant: CC1(C)C(C)(C)OB([C:9]2[CH:14]=[CH:13][C:12]([C:15]([C:17]3[N:21]([CH2:22][O:23][CH2:24][CH2:25][Si:26]([CH3:29])([CH3:28])[CH3:27])[C:20]4[CH:30]=[CH:31][CH:32]=[CH:33][C:19]=4[N:18]=3)=[O:16])=[CH:11][CH:10]=2)O1.Br[C:36]1[C:40]2=[N:41][CH:42]=[CH:43][CH:44]=[C:39]2[N:38]([CH2:45][CH3:46])[N:37]=1.C([O-])([O-])=O.[Na+].[Na+].COCCOC. Product: [CH2:45]([N:38]1[C:39]2[C:40](=[N:41][CH:42]=[CH:43][CH:44]=2)[C:36]([C:9]2[CH:14]=[CH:13][C:12]([C:15]([C:17]3[N:21]([CH2:22][O:23][CH2:24][CH2:25][Si:26]([CH3:28])([CH3:29])[CH3:27])[C:20]4[CH:30]=[CH:31][CH:32]=[CH:33][C:19]=4[N:18]=3)=[O:16])=[CH:11][CH:10]=2)=[N:37]1)[CH3:46]. The catalyst class is: 103. (4) Reactant: C[O:2][C:3](=[O:6])[CH:4]=[CH2:5].[F:7][C:8]([F:21])([F:20])[C:9]1[S:13][C:12]([N:14]2[CH2:19][CH2:18][NH:17][CH2:16][CH2:15]2)=[N:11][N:10]=1.[OH-].[Li+:23]. Product: [Li+:23].[F:21][C:8]([F:7])([F:20])[C:9]1[S:13][C:12]([N:14]2[CH2:19][CH2:18][N:17]([CH2:5][CH2:4][C:3]([O-:2])=[O:6])[CH2:16][CH2:15]2)=[N:11][N:10]=1. The catalyst class is: 192. (5) Reactant: [C:1]([O:9][CH:10]([C:14](=O)[CH3:15])[C:11](=O)[CH3:12])(=[O:8])[C:2]1[CH:7]=[CH:6][CH:5]=[CH:4][CH:3]=1.[CH3:17][NH:18][NH2:19]. Product: [C:1]([O:9][C:10]1[C:14]([CH3:15])=[N:19][N:18]([CH3:17])[C:11]=1[CH3:12])(=[O:8])[C:2]1[CH:7]=[CH:6][CH:5]=[CH:4][CH:3]=1. The catalyst class is: 8. (6) Reactant: [F:1][C:2]1[CH:3]=[C:4]2[N:10]([CH:11]([CH3:13])[CH3:12])[N:9]=[C:8]([C:14]3[CH:19]=[CH:18][C:17]([OH:20])=[CH:16][CH:15]=3)[C:5]2=[N:6][CH:7]=1.[H-].[Na+].[CH3:23][N:24]1[C:28]2=[N:29][CH:30]=[CH:31][CH:32]=[C:27]2[N:26]=[C:25]1S(C)(=O)=O.O. Product: [F:1][C:2]1[CH:3]=[C:4]2[N:10]([CH:11]([CH3:13])[CH3:12])[N:9]=[C:8]([C:14]3[CH:15]=[CH:16][C:17]([O:20][C:25]4[N:24]([CH3:23])[C:28]5=[N:29][CH:30]=[CH:31][CH:32]=[C:27]5[N:26]=4)=[CH:18][CH:19]=3)[C:5]2=[N:6][CH:7]=1. The catalyst class is: 3. (7) Reactant: [Cl:1][C:2]1[CH:7]=[CH:6][C:5]([NH:8][C:9]([NH2:11])=[O:10])=[CH:4][C:3]=1[C:12]([F:15])([F:14])[F:13].N12CCCN=C1CCCCC2.N[C:28]1[CH:33]=[CH:32][C:31]([OH:34])=[CH:30][CH:29]=1.CS(C)=O. Product: [Cl:1][C:2]1[CH:7]=[CH:6][C:5]([NH:8][C:9]([NH:11][C:28]2[CH:33]=[CH:32][C:31]([OH:34])=[CH:30][CH:29]=2)=[O:10])=[CH:4][C:3]=1[C:12]([F:13])([F:14])[F:15]. The catalyst class is: 10. (8) Product: [Cl:21][C:19]1[CH:20]=[C:3]([Cl:2])[C:4]([O:5][C:6]2[N:10]([CH3:11])[N:9]=[C:8]([CH3:12])[C:7]=2[CH2:13][CH2:14][OH:15])=[CH:17][C:18]=1[OH:22]. The catalyst class is: 13. Reactant: B.[Cl:2][C:3]1[CH:20]=[C:19]([Cl:21])[C:18]([O:22]CC2C=CC(OC)=CC=2)=[CH:17][C:4]=1[O:5][C:6]1[N:10]([CH3:11])[N:9]=[C:8]([CH3:12])[C:7]=1[CH2:13][C:14](O)=[O:15].C(O)(=O)CC(CC(O)=O)(C(O)=O)O. (9) Reactant: [F:1][C:2]1[CH:18]=[C:17]([C:19](=[N:21][OH:22])[NH2:20])[CH:16]=[C:15]([F:23])[C:3]=1[CH2:4][N:5]([CH3:14])[CH2:6][C:7]([O:9][C:10]([CH3:13])([CH3:12])[CH3:11])=[O:8].[CH3:24][C:25]1[CH:30]=[CH:29][CH:28]=[CH:27][C:26]=1[C:31]1[CH:36]=[CH:35][C:34]([C:37](O)=O)=[CH:33][C:32]=1[C:40]([F:43])([F:42])[F:41].C(Cl)CCl. Product: [F:1][C:2]1[CH:18]=[C:17]([C:19]2[N:20]=[C:37]([C:34]3[CH:35]=[CH:36][C:31]([C:26]4[CH:27]=[CH:28][CH:29]=[CH:30][C:25]=4[CH3:24])=[C:32]([C:40]([F:41])([F:43])[F:42])[CH:33]=3)[O:22][N:21]=2)[CH:16]=[C:15]([F:23])[C:3]=1[CH2:4][N:5]([CH3:14])[CH2:6][C:7]([O:9][C:10]([CH3:11])([CH3:13])[CH3:12])=[O:8]. The catalyst class is: 852.